Task: Regression. Given two drug SMILES strings and cell line genomic features, predict the synergy score measuring deviation from expected non-interaction effect.. Dataset: NCI-60 drug combinations with 297,098 pairs across 59 cell lines (1) Drug 1: CC1=C(C(=O)C2=C(C1=O)N3CC4C(C3(C2COC(=O)N)OC)N4)N. Drug 2: B(C(CC(C)C)NC(=O)C(CC1=CC=CC=C1)NC(=O)C2=NC=CN=C2)(O)O. Cell line: COLO 205. Synergy scores: CSS=46.6, Synergy_ZIP=-7.96, Synergy_Bliss=-9.37, Synergy_Loewe=-4.85, Synergy_HSA=-1.25. (2) Drug 1: CC1=C2C(C(=O)C3(C(CC4C(C3C(C(C2(C)C)(CC1OC(=O)C(C(C5=CC=CC=C5)NC(=O)C6=CC=CC=C6)O)O)OC(=O)C7=CC=CC=C7)(CO4)OC(=O)C)O)C)OC(=O)C. Drug 2: CC(C)NC(=O)C1=CC=C(C=C1)CNNC.Cl. Cell line: UACC62. Synergy scores: CSS=23.3, Synergy_ZIP=-4.38, Synergy_Bliss=0.104, Synergy_Loewe=-17.7, Synergy_HSA=-1.79. (3) Drug 1: CS(=O)(=O)C1=CC(=C(C=C1)C(=O)NC2=CC(=C(C=C2)Cl)C3=CC=CC=N3)Cl. Drug 2: CN(CC1=CN=C2C(=N1)C(=NC(=N2)N)N)C3=CC=C(C=C3)C(=O)NC(CCC(=O)O)C(=O)O. Cell line: A498. Synergy scores: CSS=26.3, Synergy_ZIP=-3.47, Synergy_Bliss=-0.996, Synergy_Loewe=-18.0, Synergy_HSA=-0.419. (4) Drug 1: CC1OCC2C(O1)C(C(C(O2)OC3C4COC(=O)C4C(C5=CC6=C(C=C35)OCO6)C7=CC(=C(C(=C7)OC)O)OC)O)O. Drug 2: CC1=C(C=C(C=C1)NC(=O)C2=CC=C(C=C2)CN3CCN(CC3)C)NC4=NC=CC(=N4)C5=CN=CC=C5. Cell line: 786-0. Synergy scores: CSS=15.3, Synergy_ZIP=-7.78, Synergy_Bliss=-2.95, Synergy_Loewe=-1.23, Synergy_HSA=-0.551. (5) Drug 1: CC1C(C(CC(O1)OC2CC(CC3=C2C(=C4C(=C3O)C(=O)C5=C(C4=O)C(=CC=C5)OC)O)(C(=O)CO)O)N)O.Cl. Drug 2: C1=CC(=C2C(=C1NCCNCCO)C(=O)C3=C(C=CC(=C3C2=O)O)O)NCCNCCO. Cell line: HOP-92. Synergy scores: CSS=36.6, Synergy_ZIP=-4.77, Synergy_Bliss=-3.65, Synergy_Loewe=-3.26, Synergy_HSA=1.25.